From a dataset of Peptide-MHC class II binding affinity with 134,281 pairs from IEDB. Regression. Given a peptide amino acid sequence and an MHC pseudo amino acid sequence, predict their binding affinity value. This is MHC class II binding data. (1) The peptide sequence is PNITATYGDKWLDAK. The MHC is HLA-DPA10103-DPB10201 with pseudo-sequence HLA-DPA10103-DPB10201. The binding affinity (normalized) is 0.456. (2) The peptide sequence is YDNDNPYRTWHYCGS. The MHC is DRB1_0301 with pseudo-sequence DRB1_0301. The binding affinity (normalized) is 0.317.